Dataset: Catalyst prediction with 721,799 reactions and 888 catalyst types from USPTO. Task: Predict which catalyst facilitates the given reaction. (1) The catalyst class is: 4. Product: [C:16]([C:4]1[CH:3]=[CH:2][C:1]([CH2:7][CH2:8][NH:9][C:10](=[O:15])[C:11]([F:13])([F:14])[F:12])=[CH:6][CH:5]=1)(=[O:18])[CH3:17]. Reactant: [C:1]1([CH2:7][CH2:8][NH:9][C:10](=[O:15])[C:11]([F:14])([F:13])[F:12])[CH:6]=[CH:5][CH:4]=[CH:3][CH:2]=1.[C:16](Cl)(=[O:18])[CH3:17].[Cl-].[Al+3].[Cl-].[Cl-]. (2) Reactant: Cl[C:2]1[C:7]([C:8]#[N:9])=[CH:6][N:5]=[C:4]([S:10][CH3:11])[N:3]=1.CCN(C(C)C)C(C)C.Cl.[C:22]12([NH2:27])[CH2:26][CH:24]([CH2:25]1)[CH2:23]2.O. Product: [C:22]12([NH:27][C:2]3[C:7]([C:8]#[N:9])=[CH:6][N:5]=[C:4]([S:10][CH3:11])[N:3]=3)[CH2:26][CH:24]([CH2:25]1)[CH2:23]2. The catalyst class is: 16. (3) Reactant: [C:1]12([C:11]3[C:12](=[O:17])[NH:13][NH:14][C:15]=3[CH3:16])[CH2:10][CH:5]3[CH2:6][CH:7]([CH2:9][CH:3]([CH2:4]3)[CH2:2]1)[CH2:8]2.Br[CH:19]([CH3:21])[CH3:20]. Product: [C:1]12([N:13]3[C:12](=[O:17])[CH:20]=[C:19]([CH3:21])[N:14]3[CH:15]([CH3:16])[CH3:11])[CH2:2][CH:3]3[CH2:9][CH:7]([CH2:6][CH:5]([CH2:4]3)[CH2:10]1)[CH2:8]2.[C:1]12([C:11]3[C:12](=[O:17])[NH:13][N:14]([CH:19]([CH3:21])[CH3:20])[C:15]=3[CH3:16])[CH2:2][CH:3]3[CH2:9][CH:7]([CH2:6][CH:5]([CH2:4]3)[CH2:10]1)[CH2:8]2. The catalyst class is: 3. (4) Reactant: [O:1]=[C:2]1[O:8][C@H:7]([C@H:9]([CH2:11][OH:12])[OH:10])[C:5]([OH:6])=[C:3]1[OH:4].N(C(OC(C)C)=O)=NC(OC(C)C)=O.O[C:28]1[CH:33]=[CH:32][C:31](/[CH:34]=[CH:35]/[C:36]([O:38][CH2:39][CH:40]([CH2:45][CH3:46])[CH2:41][CH2:42][CH2:43][CH3:44])=[O:37])=[CH:30][CH:29]=1. Product: [OH:6][C:5]1[C@@H:7]([C@H:9]([OH:10])[CH2:11][O:12][C:28]2[CH:33]=[CH:32][C:31](/[CH:34]=[CH:35]/[C:36]([O:38][CH2:39][CH:40]([CH2:45][CH3:46])[CH2:41][CH2:42][CH2:43][CH3:44])=[O:37])=[CH:30][CH:29]=2)[O:8][C:2](=[O:1])[C:3]=1[OH:4]. The catalyst class is: 9. (5) Reactant: O[Li].O.SCC(O)=O.[CH2:9]([O:16][N:17]([C@H:30]1[CH2:35][N:34]([C:36]([O:38][C:39]([CH3:42])([CH3:41])[CH3:40])=[O:37])[C@H:33]([C:43]([O:45][CH2:46][CH3:47])=[O:44])[CH2:32][CH2:31]1)S(C1C=CC=CC=1[N+]([O-])=O)(=O)=O)[C:10]1[CH:15]=[CH:14][CH:13]=[CH:12][CH:11]=1. Product: [CH2:9]([O:16][NH:17][C@H:30]1[CH2:35][N:34]([C:36]([O:38][C:39]([CH3:41])([CH3:42])[CH3:40])=[O:37])[C@H:33]([C:43]([O:45][CH2:46][CH3:47])=[O:44])[CH2:32][CH2:31]1)[C:10]1[CH:15]=[CH:14][CH:13]=[CH:12][CH:11]=1. The catalyst class is: 18. (6) Reactant: [CH3:1][O:2][C:3](=[O:19])[C:4]1[CH:9]=[CH:8][CH:7]=[C:6]([NH:10][C:11]2[C:16]([Cl:17])=[CH:15][N:14]=[C:13](Cl)[N:12]=2)[CH:5]=1.[C:20]1([NH2:27])[CH:25]=[CH:24][CH:23]=[C:22]([NH2:26])[CH:21]=1.Cl. Product: [CH3:1][O:2][C:3](=[O:19])[C:4]1[CH:9]=[CH:8][CH:7]=[C:6]([NH:10][C:11]2[C:16]([Cl:17])=[CH:15][N:14]=[C:13]([NH:26][C:22]3[CH:23]=[CH:24][CH:25]=[C:20]([NH2:27])[CH:21]=3)[N:12]=2)[CH:5]=1. The catalyst class is: 169. (7) Reactant: [BH-](OC(C)=O)(OC(C)=O)OC(C)=O.[Na+].[Cl:15][C:16]1[CH:17]=[C:18]2[C:23](=[CH:24][CH:25]=1)[C:22](=[O:26])[N:21]([C:27]1[C:28]([CH:33]=O)=[CH:29][CH:30]=[N:31][CH:32]=1)[CH2:20][CH2:19]2.[CH3:35][N:36]1[CH2:41][CH2:40][NH:39][CH2:38][CH2:37]1. Product: [Cl:15][C:16]1[CH:17]=[C:18]2[C:23](=[CH:24][CH:25]=1)[C:22](=[O:26])[N:21]([C:27]1[CH:32]=[N:31][CH:30]=[CH:29][C:28]=1[CH2:33][N:39]1[CH2:40][CH2:41][N:36]([CH3:35])[CH2:37][CH2:38]1)[CH2:20][CH2:19]2. The catalyst class is: 61.